This data is from Reaction yield outcomes from USPTO patents with 853,638 reactions. The task is: Predict the reaction yield, written as a fraction of the theoretical maximum amount of product (1.0 means a 100% yield; for example, 0.34 means a 34% yield). The catalyst is CCOC(C)=O. The yield is 0.999. The reactants are [CH3:1][O:2][C:3]1[CH:4]=[N:5][C:6]2[C:11]([CH:12]=1)=[CH:10][C:9]([CH:13]([CH3:21])[C:14]([O:16]C(C)(C)C)=[O:15])=[CH:8][CH:7]=2.[ClH:22]. The product is [ClH:22].[CH3:1][O:2][C:3]1[CH:4]=[N:5][C:6]2[C:11]([CH:12]=1)=[CH:10][C:9]([CH:13]([CH3:21])[C:14]([OH:16])=[O:15])=[CH:8][CH:7]=2.